Predict the product of the given reaction. From a dataset of Forward reaction prediction with 1.9M reactions from USPTO patents (1976-2016). Given the reactants [CH:1]1([CH2:4][OH:5])[CH2:3][CH2:2]1.[H-].[Na+].[Br:8][C:9]1[CH:10]=[CH:11][C:12](F)=[N:13][CH:14]=1, predict the reaction product. The product is: [Br:8][C:9]1[CH:10]=[CH:11][C:12]([O:5][CH2:4][CH:1]2[CH2:3][CH2:2]2)=[N:13][CH:14]=1.